This data is from NCI-60 drug combinations with 297,098 pairs across 59 cell lines. The task is: Regression. Given two drug SMILES strings and cell line genomic features, predict the synergy score measuring deviation from expected non-interaction effect. (1) Drug 1: C1C(C(OC1N2C=NC3=C(N=C(N=C32)Cl)N)CO)O. Drug 2: CC1=C2C(C(=O)C3(C(CC4C(C3C(C(C2(C)C)(CC1OC(=O)C(C(C5=CC=CC=C5)NC(=O)C6=CC=CC=C6)O)O)OC(=O)C7=CC=CC=C7)(CO4)OC(=O)C)O)C)OC(=O)C. Cell line: BT-549. Synergy scores: CSS=25.6, Synergy_ZIP=-3.99, Synergy_Bliss=1.03, Synergy_Loewe=-5.48, Synergy_HSA=2.68. (2) Drug 1: C1=CC(=CC=C1CCCC(=O)O)N(CCCl)CCCl. Drug 2: CCN(CC)CCCC(C)NC1=C2C=C(C=CC2=NC3=C1C=CC(=C3)Cl)OC. Cell line: HCT-15. Synergy scores: CSS=33.3, Synergy_ZIP=1.29, Synergy_Bliss=1.19, Synergy_Loewe=-5.31, Synergy_HSA=3.55. (3) Drug 2: C1=NNC2=C1C(=O)NC=N2. Drug 1: CC1=CC2C(CCC3(C2CCC3(C(=O)C)OC(=O)C)C)C4(C1=CC(=O)CC4)C. Synergy scores: CSS=-4.66, Synergy_ZIP=0.314, Synergy_Bliss=-3.39, Synergy_Loewe=-6.34, Synergy_HSA=-6.18. Cell line: SF-295.